From a dataset of Forward reaction prediction with 1.9M reactions from USPTO patents (1976-2016). Predict the product of the given reaction. Given the reactants [C:1]([O:5][C:6]([NH:8][C@H:9]1[CH2:14][CH2:13][CH2:12][CH2:11][C@H:10]1[NH:15][C:16]1[N:21]=[C:20](Cl)[C:19]2[C:23](=[O:33])[N:24]([C:26]([O:28][C:29]([CH3:32])([CH3:31])[CH3:30])=[O:27])[CH2:25][C:18]=2[C:17]=1[F:34])=[O:7])([CH3:4])([CH3:3])[CH3:2].C([Sn](CCCC)(CCCC)[C:40]1[S:44][N:43]=[CH:42][CH:41]=1)CCC.O, predict the reaction product. The product is: [C:1]([O:5][C:6]([NH:8][C@H:9]1[CH2:14][CH2:13][CH2:12][CH2:11][C@H:10]1[NH:15][C:16]1[N:21]=[C:20]([C:40]2[S:44][N:43]=[CH:42][CH:41]=2)[C:19]2[C:23](=[O:33])[N:24]([C:26]([O:28][C:29]([CH3:32])([CH3:31])[CH3:30])=[O:27])[CH2:25][C:18]=2[C:17]=1[F:34])=[O:7])([CH3:4])([CH3:3])[CH3:2].